This data is from Peptide-MHC class II binding affinity with 134,281 pairs from IEDB. The task is: Regression. Given a peptide amino acid sequence and an MHC pseudo amino acid sequence, predict their binding affinity value. This is MHC class II binding data. (1) The peptide sequence is RGKVVLIDFWAYSCI. The MHC is DRB1_0405 with pseudo-sequence DRB1_0405. The binding affinity (normalized) is 0.357. (2) The peptide sequence is EKKYFAATQFEPQAA. The MHC is DRB1_0701 with pseudo-sequence DRB1_0701. The binding affinity (normalized) is 0.575. (3) The peptide sequence is DPDKDVDIMVRDGQLTIKAE. The MHC is DRB1_0101 with pseudo-sequence DRB1_0101. The binding affinity (normalized) is 0.213.